This data is from Reaction yield outcomes from USPTO patents with 853,638 reactions. The task is: Predict the reaction yield, written as a fraction of the theoretical maximum amount of product (1.0 means a 100% yield; for example, 0.34 means a 34% yield). (1) The reactants are [CH2:1]([CH:8]1[C:14](=[O:15])[C:13](=[N:16]O)[CH:12]2[CH2:18][CH:9]1[CH2:10][CH2:11]2)[C:2]1[CH:7]=[CH:6][CH:5]=[CH:4][N:3]=1.[ClH:19].[H][H]. The catalyst is [Pd].C(O)C. The product is [ClH:19].[NH2:16][CH:13]1[CH:12]2[CH2:18][CH:9]([CH2:10][CH2:11]2)[CH:8]([CH2:1][C:2]2[CH:7]=[CH:6][CH:5]=[CH:4][N:3]=2)[C:14]1=[O:15]. The yield is 0.860. (2) The reactants are [CH2:1]([N:3]([CH2:6][C@@H:7]1[CH2:12][O:11][CH2:10][CH2:9][N:8]1C(OC(C)(C)C)=O)[CH2:4][CH3:5])[CH3:2].C(O)(C(F)(F)F)=O.C(Cl)[Cl:28]. No catalyst specified. The product is [ClH:28].[CH2:1]([N:3]([CH2:6][C@@H:7]1[CH2:12][O:11][CH2:10][CH2:9][NH:8]1)[CH2:4][CH3:5])[CH3:2]. The yield is 0.580.